From a dataset of Forward reaction prediction with 1.9M reactions from USPTO patents (1976-2016). Predict the product of the given reaction. (1) The product is: [N+:1]([C:4]1[CH:5]=[C:6]2[CH2:30][C:11]3([O:16][C:15]4[CH:17]=[CH:18][CH:19]=[N:20][C:14]=4[NH:13][C:12]3=[O:29])[CH2:10][C:7]2=[N:8][CH:9]=1)([O-:3])=[O:2]. Given the reactants [N+:1]([C:4]1[CH:5]=[C:6]2[CH2:30][C:11]3([O:16][C:15]4[CH:17]=[CH:18][CH:19]=[N:20][C:14]=4[N:13](COCC[Si](C)(C)C)[C:12]3=[O:29])[CH2:10][C:7]2=[N:8][CH:9]=1)([O-:3])=[O:2].C(N)CN.[OH-].[Na+].C(O)(=O)C, predict the reaction product. (2) Given the reactants Cl.[F:2][C:3]1[CH:4]=[C:5]([CH:19]=[CH:20][CH:21]=1)[CH2:6][O:7][C:8]1[CH:18]=[CH:17][C:11]2[CH2:12][CH2:13][NH:14][CH2:15][CH2:16][C:10]=2[CH:9]=1.C(=O)([O-])[O-].[K+].[K+].Cl[CH2:29][C:30]([NH2:32])=[O:31], predict the reaction product. The product is: [F:2][C:3]1[CH:4]=[C:5]([CH:19]=[CH:20][CH:21]=1)[CH2:6][O:7][C:8]1[CH:18]=[CH:17][C:11]2[CH2:12][CH2:13][N:14]([CH2:29][C:30]([NH2:32])=[O:31])[CH2:15][CH2:16][C:10]=2[CH:9]=1. (3) Given the reactants [Cl:1][C:2]1[CH:7]=[C:6]([C:8]2[CH:13]=[N:12][CH:11]=[C:10]([CH3:14])[N:9]=2)[CH:5]=[CH:4][C:3]=1[C:15]1[C:27](=[O:28])[N:26]([CH2:29][CH2:30][N:31]2[CH2:36][CH2:35][N:34]([CH3:37])[CH2:33][CH2:32]2)[C:18]2[N:19]=[C:20](S(C)=O)[N:21]=[CH:22][C:17]=2[CH:16]=1.[CH2:38]([NH2:40])[CH3:39].C(Cl)Cl, predict the reaction product. The product is: [Cl:1][C:2]1[CH:7]=[C:6]([C:8]2[CH:13]=[N:12][CH:11]=[C:10]([CH3:14])[N:9]=2)[CH:5]=[CH:4][C:3]=1[C:15]1[C:27](=[O:28])[N:26]([CH2:29][CH2:30][N:31]2[CH2:36][CH2:35][N:34]([CH3:37])[CH2:33][CH2:32]2)[C:18]2[N:19]=[C:20]([NH:40][CH2:38][CH3:39])[N:21]=[CH:22][C:17]=2[CH:16]=1.